The task is: Predict the reaction yield, written as a fraction of the theoretical maximum amount of product (1.0 means a 100% yield; for example, 0.34 means a 34% yield).. This data is from Reaction yield outcomes from USPTO patents with 853,638 reactions. (1) The reactants are Br[C:2]1[CH:18]=[CH:17][C:5]([C:6]([C@@H:8]2[CH2:12][CH2:11][CH2:10][C@H:9]2[C:13]([O:15][CH3:16])=[O:14])=[O:7])=[CH:4][CH:3]=1.[NH2:19][C:20]1[CH:25]=[CH:24][C:23](B(O)O)=[CH:22][CH:21]=1.C([O-])([O-])=O.[Na+].[Na+].ClCCl. The catalyst is CCOC(C)=O.C1C=CC(P(C2C=CC=CC=2)[C-]2C=CC=C2)=CC=1.C1C=CC(P(C2C=CC=CC=2)[C-]2C=CC=C2)=CC=1.Cl[Pd]Cl.[Fe+2].CCO.C1(C)C=CC=CC=1. The product is [NH2:19][C:20]1[CH:25]=[CH:24][C:23]([C:2]2[CH:18]=[CH:17][C:5]([C:6]([C@@H:8]3[CH2:12][CH2:11][CH2:10][C@H:9]3[C:13]([O:15][CH3:16])=[O:14])=[O:7])=[CH:4][CH:3]=2)=[CH:22][CH:21]=1. The yield is 0.670. (2) The reactants are [H-].[Na+].CS(C)=O.[I-].[CH3:8][S+](C)C.[Cl:12][C:13]1[CH:18]=[CH:17][C:16]([C:19]([C:21]2[CH:26]=[CH:25][C:24]([I:27])=[CH:23][CH:22]=2)=[O:20])=[CH:15][CH:14]=1. The catalyst is C(OCC)(=O)C. The product is [Cl:12][C:13]1[CH:18]=[CH:17][C:16]([C:19]2([C:21]3[CH:26]=[CH:25][C:24]([I:27])=[CH:23][CH:22]=3)[CH2:8][O:20]2)=[CH:15][CH:14]=1. The yield is 0.970.